This data is from Reaction yield outcomes from USPTO patents with 853,638 reactions. The task is: Predict the reaction yield, written as a fraction of the theoretical maximum amount of product (1.0 means a 100% yield; for example, 0.34 means a 34% yield). (1) The reactants are [CH2:1]([O:3][C:4]([N:6]1[CH:15]=[CH:14][C:13]2[C:8](=[CH:9][C:10]([O:17][CH3:18])=[C:11]([OH:16])[CH:12]=2)[CH:7]1[CH2:19][C:20]1[CH:25]=[CH:24][CH:23]=[C:22]([O:26][CH2:27][CH3:28])[CH:21]=1)=[O:5])[CH3:2].C(=O)([O-])[O-].[K+].[K+].Br[CH2:36][CH2:37][CH2:38][OH:39]. The product is [CH2:1]([O:3][C:4]([N:6]1[CH:15]=[CH:14][C:13]2[C:8](=[CH:9][C:10]([O:17][CH3:18])=[C:11]([O:16][CH2:36][CH2:37][CH2:38][OH:39])[CH:12]=2)[CH:7]1[CH2:19][C:20]1[CH:25]=[CH:24][CH:23]=[C:22]([O:26][CH2:27][CH3:28])[CH:21]=1)=[O:5])[CH3:2]. The yield is 0.310. The catalyst is CN(C)C=O. (2) The reactants are [CH3:1][CH2:2][CH2:3][CH2:4][CH2:5][CH2:6][CH2:7][CH2:8][CH2:9][CH2:10][CH2:11][C:12]([O:14][CH2:15][CH:16]([OH:19])[CH2:17][OH:18])=[O:13].C([OH:23])(C)C. No catalyst specified. The product is [CH3:1][CH2:2][CH2:3][CH2:4][CH2:5][CH2:6][CH2:7][CH2:8][CH2:9][CH2:10][CH2:11][C:12]([O:14][CH2:15][CH:16]([OH:19])[CH2:17][OH:18])=[O:13].[C:12]([OH:14])(=[O:13])[C:11]1[C:10](=[CH:9][CH:8]=[CH:7][CH:6]=1)[OH:23]. The yield is 0.200. (3) The reactants are Br[C:2]1[CH:7]=[CH:6][CH:5]=[CH:4][C:3]=1/[CH:8]=[CH:9]/[C:10]([O:12][CH2:13][CH3:14])=[O:11].[O:15]=[C:16]1[CH2:20][N:19]([C:21]([O:23][C:24]([CH3:27])([CH3:26])[CH3:25])=[O:22])[CH2:18][NH:17]1.[O-]P([O-])([O-])=O.[K+].[K+].[K+].CN[C@@H]1CCCC[C@H]1NC. The catalyst is CN(C=O)C.[Cu]I. The product is [CH2:13]([O:12][C:10](=[O:11])/[CH:9]=[CH:8]/[C:3]1[CH:4]=[CH:5][CH:6]=[CH:7][C:2]=1[N:17]1[C:16](=[O:15])[CH2:20][N:19]([C:21]([O:23][C:24]([CH3:27])([CH3:26])[CH3:25])=[O:22])[CH2:18]1)[CH3:14]. The yield is 0.110. (4) The reactants are N1C2C(=CC=CC=2)C=CC=1.[CH3:11][C:12]([OH:27])([C:14]#[C:15][CH:16]([OH:26])[CH2:17][CH:18]([CH3:25])[CH2:19]/[CH:20]=[CH:21]\[CH2:22][CH2:23][CH3:24])[CH3:13]. The catalyst is C(O)C.[Pd]. The product is [CH3:11][C:12]([OH:27])(/[CH:14]=[CH:15]\[CH:16]([OH:26])[CH2:17][CH:18]([CH3:25])[CH2:19]/[CH:20]=[CH:21]\[CH2:22][CH2:23][CH3:24])[CH3:13]. The yield is 0.550. (5) The reactants are [CH:1]([C:4]1[CH:5]=[C:6]([OH:10])[CH:7]=[CH:8][CH:9]=1)([CH3:3])[CH3:2].[Br:11]N1C(=O)CCC1=O.O.BrC1C=CC(C(C)C)=CC=1O. The catalyst is C(=S)=S. The product is [Br:11][C:5]1[C:4]([CH:1]([CH3:3])[CH3:2])=[CH:9][CH:8]=[CH:7][C:6]=1[OH:10]. The yield is 0.700.